This data is from Experimentally validated miRNA-target interactions with 360,000+ pairs, plus equal number of negative samples. The task is: Binary Classification. Given a miRNA mature sequence and a target amino acid sequence, predict their likelihood of interaction. (1) The miRNA is hsa-miR-4732-5p with sequence UGUAGAGCAGGGAGCAGGAAGCU. The protein sequence of the target gene is MTSQRSPLAPLLLLSLHGVAASLEVSESPGSIQVARGQPAVLPCTFTTSAALINLNVIWMVTPLSNANQPEQVILYQGGQMFDGAPRFHGRVGFTGTMPATNVSIFINNTQLSDTGTYQCLVNNLPDIGGRNIGVTGLTVLVPPSAPHCQIQGSQDIGSDVILLCSSEEGIPRPTYLWEKLDNTLKLPPTATQDQVQGTVTIRNISALSSGLYQCVASNAIGTSTCLLDLQVISPQPRNIGLIAGAIGTGAVIIIFCIALILGAFFYWRSKNKEEEEEEIPNEIREDDLPPKCSSAKAFH.... Result: 0 (no interaction). (2) Result: 0 (no interaction). The protein sequence of the target gene is MDVRIKCNSEEPESPEQKILASSQRLLQFTNCRLVRDHRIIHDDLWVRDGRIVNPEPVFFDERTKAHCRIDCGGAIIAPGYIDLQINGGYGVDFSYDTETIEEGVATVARGLVKSGVTSFCPTLVTSPSDSYHTILPRIPAEVPKGAGILGIHAEGPFINPQKKGAHPEHCIQTIDKGLSTLKETYGSLERIKIITLAPEKVTDPEVIGQLVERGITVALGHSMASLSDGERAVQQGATLITHLFNAMLPFHHRDPGLVGLLASDAVPHGRTVYFGIISDGVHTHPAALRIAYRTHPQGL.... The miRNA is hsa-miR-4650-5p with sequence UCAGGCCUCUUUCUACCUU. (3) The miRNA is hsa-miR-32-5p with sequence UAUUGCACAUUACUAAGUUGCA. The protein sequence of the target gene is MAASRWARKAVVLLCASDLLLLLLLLPPPGSCAAEGSPGTPDESTPPPRKKKKDIRDYNDADMARLLEQWEKDDDIEEGDLPEHKRPSAPVDFSKIDPSKPESILKMTKKGKTLMMFVTVSGSPTEKETEEITSLWQGSLFNANYDVQRFIVGSDRAIFMLRDGSYAWEIKDFLVGQDRCADVTLEGQVYPGKGGGSKEKNKTKQDKGKKKKEGDLKSRSSKEENRAGNKREDL. Result: 0 (no interaction). (4) The miRNA is hsa-miR-3675-3p with sequence CAUCUCUAAGGAACUCCCCCAA. The protein sequence of the target gene is MPRATALGALVSLLLLLPLPRGAGGLGERPDATADYSELDGEEGTEQQLEHYHDPCKAAVFWGDIALDEDDLKLFHIDKARDWTKQTVGATGHSTGGLEEQASESSPDTTAMDTGTKEAGKDGRENTTLLHSPGTLHAAAKTFSPRVRRATTSRTERIWPGGVIPYVIGGNFTGSQRAIFKQAMRHWEKHTCVTFIERTDEESFIVFSYRTCGCCSYVGRRGGGPQAISIGKNCDKFGIVAHELGHVVGFWHEHTRPDRDQHVTIIRENIQPGQEYNFLKMEAGEVSSLGETYDFDSIMH.... Result: 0 (no interaction). (5) The miRNA is hsa-miR-940 with sequence AAGGCAGGGCCCCCGCUCCCC. The protein sequence of the target gene is MKLNERSLAFYATCDAPVDNAGFLYKKGGRHAAYHRRWFVLRGNMLFYFEDAASREPVGVIILEGCTVELVEAAEEFAFAVRFAGTRARTYVLAAESQDAMEGWVKALSRASFDYLRLVVRELEQQLAAVRGGGGMALPQPQPQSLPLPPSLPSALAPVPSLPSAPAPVPALPLPRRPSALPPKENGCAVWSTEATFRPGPEPPPPPPRRRASAPHGPLDMAPFARLHECYGQEIRALRGQWLSSRVQP. Result: 1 (interaction). (6) The miRNA is hsa-miR-6872-5p with sequence UCUCGCAUCAGGAGGCAAGG. The protein sequence of the target gene is MAFDTHHVKKRNFSNSIDLPRKRISNFTSKNMKEVKRSPKQLAAYISRTVAQAVKSPEKLRKVLYHRKLVRRSFPNPCYKTKQSPKSGGCDMANKENELACAGHLPENLRHDSRTFVINTSDSGSSQTESPSSKYSGFFSEVSQDHETMAQVLFSRNLRLNVALTFWRKRSISELVAYLVRIEDLGVVVDCLPVLTNSLQEEKQYISLGCCVDLLPLVKSLLQSRFEEYVIVGLNWLQAVIKRWWSELSSTSEIISDGNIKILKQQLSGLWEQESHLTLVPGYTGNIAKDVDAYLLQLH. Result: 0 (no interaction). (7) The miRNA is mmu-miR-543-3p with sequence AAACAUUCGCGGUGCACUUCUU. The protein sequence of the target gene is MRFKNRFQRFMNHRAPANGRYKPTCYEHAANCYTHAFLIVPAIVGSALLHRLSDDCWEKITAWIYGMGLCALFIVSTVFHIVSWKKSHLRTVEHCFHMCDRMVIYFFIAASYAPWLNLRELGPLASHMRWFIWLMAAGGTIYVFLYHEKYKVVELFFYLTMGFSPALVVTSMNNTDGLQELACGGLIYCLGVVFFKSDGIIPFAHAIWHLFVATAAAVHYYAIWKYLYRSPTDFMRHL. Result: 0 (no interaction). (8) The miRNA is hsa-miR-5582-3p with sequence UAAAACUUUAAGUGUGCCUAGG. The protein sequence of the target gene is MRSGEELDGFEGEASSTSMISGASSPYQPTTEPVSQRRGLAGLRCDPDYLRGALGRLKVAQVILALIAFICIETIMACSPCEGLYFFEFVSCSAFVVTGVLLIMFSLNLHMRIPQINWNLTDLVNTGLSAFLFFIASIVLAALNHRAGAEIAAVIFGFLATAAYAVNTFLAVQKWRVSVRQQSTNDYIRARTESRDVDSRPEIQRLDTFSYSTNVTVRKKSPTNLLSLNHWQLA. Result: 1 (interaction).